From a dataset of Full USPTO retrosynthesis dataset with 1.9M reactions from patents (1976-2016). Predict the reactants needed to synthesize the given product. (1) Given the product [N:2]1([N:1]=[CH:17][C:15]2[O:16][C:12]3[CH:11]=[CH:10][C:9]([Cl:8])=[CH:19][C:13]=3[CH:14]=2)[CH2:7][CH2:6][NH:5][CH2:4][CH2:3]1, predict the reactants needed to synthesize it. The reactants are: [NH2:1][N:2]1[CH2:7][CH2:6][NH:5][CH2:4][CH2:3]1.[Cl:8][C:9]1[CH:10]=[CH:11][C:12]2[O:16][C:15]([CH:17]=O)=[CH:14][C:13]=2[CH:19]=1. (2) Given the product [Br:16][CH2:1][C:2]([C:4]1[C:5]([F:11])=[CH:6][CH:7]=[CH:8][C:9]=1[F:10])=[O:3], predict the reactants needed to synthesize it. The reactants are: [CH3:1][C:2]([C:4]1[C:9]([F:10])=[CH:8][CH:7]=[CH:6][C:5]=1[F:11])=[O:3].[Cl-].[Al+3].[Cl-].[Cl-].[Br:16]Br. (3) Given the product [N:1]1([CH2:11][CH2:12][CH2:13][NH:14][CH2:22][C@@H:23]2[O:37][C:27]3=[C:28]4[C:33](=[CH:34][CH:35]=[C:26]3[O:25][CH2:24]2)[N:32]=[C:31]([CH3:36])[CH:30]=[CH:29]4)[C:10]2[C:5](=[CH:6][CH:7]=[CH:8][CH:9]=2)[CH2:4][CH2:3][CH2:2]1, predict the reactants needed to synthesize it. The reactants are: [N:1]1([CH2:11][CH2:12][CH2:13][N:14]([CH2:22][C@@H:23]2[O:37][C:27]3=[C:28]4[C:33](=[CH:34][CH:35]=[C:26]3[O:25][CH2:24]2)[N:32]=[C:31]([CH3:36])[CH:30]=[CH:29]4)C(=O)OC(C)(C)C)[C:10]2[C:5](=[CH:6][CH:7]=[CH:8][CH:9]=2)[CH2:4][CH2:3][CH2:2]1.FC(F)(F)C(O)=O. (4) Given the product [CH3:37][N:28]1[C:29](=[O:36])[C:30]2[C:35](=[CH:34][CH:33]=[CH:32][CH:31]=2)[CH:27]1[CH2:6][C:4]([O:3][CH2:1][CH3:2])=[O:5], predict the reactants needed to synthesize it. The reactants are: [CH2:1]([O:3][C:4]([CH:6]=P(C1C=CC=CC=1)(C1C=CC=CC=1)C1C=CC=CC=1)=[O:5])[CH3:2].O[CH:27]1[C:35]2[C:30](=[CH:31][CH:32]=[CH:33][CH:34]=2)[C:29](=[O:36])[N:28]1[CH3:37]. (5) Given the product [Br:15][C:8]1[CH:7]=[C:6]([S:3]([CH3:18])(=[O:5])=[O:4])[CH:14]=[C:13]2[C:9]=1[CH:10]=[CH:11][NH:12]2, predict the reactants needed to synthesize it. The reactants are: CN(C)[S:3]([C:6]1[CH:14]=[C:13]2[C:9]([CH:10]=[CH:11][NH:12]2)=[C:8]([Br:15])[CH:7]=1)(=[O:5])=[O:4].Br[C:18]1C=C(S(C)(=O)=O)C=C([N+]([O-])=O)C=1C. (6) Given the product [CH3:21][C:18]1[CH2:19][CH:20]=[C:16]([CH3:15])[C:17]=1[C:22]1[CH:27]=[CH:26][CH:25]=[CH:24][C:23]=1[NH:28][C:8](=[O:13])[C:9]([CH3:12])([CH3:11])[CH3:10], predict the reactants needed to synthesize it. The reactants are: C(N(CC)CC)C.[C:8](Cl)(=[O:13])[C:9]([CH3:12])([CH3:11])[CH3:10].[CH3:15][C:16]1[CH2:20][CH:19]=[C:18]([CH3:21])[C:17]=1[C:22]1[CH:27]=[CH:26][CH:25]=[CH:24][C:23]=1[NH2:28].Cl.